Dataset: Reaction yield outcomes from USPTO patents with 853,638 reactions. Task: Predict the reaction yield, written as a fraction of the theoretical maximum amount of product (1.0 means a 100% yield; for example, 0.34 means a 34% yield). (1) The reactants are [C:1]([O:5][C:6]([N:8]1[CH2:13][CH2:12][N:11]([C:14]2[N:19]=[CH:18][C:17](Br)=[CH:16][N:15]=2)[CH2:10][CH2:9]1)=[O:7])([CH3:4])([CH3:3])[CH3:2].[F:21][C:22]1[CH:27]=[CH:26][C:25](B(O)O)=[CH:24][CH:23]=1.P([O-])([O-])([O-])=O.[K+].[K+].[K+]. The catalyst is COCCOC.O.C1C=CC([P]([Pd]([P](C2C=CC=CC=2)(C2C=CC=CC=2)C2C=CC=CC=2)([P](C2C=CC=CC=2)(C2C=CC=CC=2)C2C=CC=CC=2)[P](C2C=CC=CC=2)(C2C=CC=CC=2)C2C=CC=CC=2)(C2C=CC=CC=2)C2C=CC=CC=2)=CC=1. The product is [C:1]([O:5][C:6]([N:8]1[CH2:13][CH2:12][N:11]([C:14]2[N:19]=[CH:18][C:17]([C:25]3[CH:26]=[CH:27][C:22]([F:21])=[CH:23][CH:24]=3)=[CH:16][N:15]=2)[CH2:10][CH2:9]1)=[O:7])([CH3:4])([CH3:3])[CH3:2]. The yield is 0.960. (2) The reactants are [CH:1]1([CH:4]([C:6]2[CH:11]=[CH:10][CH:9]=[CH:8][CH:7]=2)[OH:5])[CH2:3][CH2:2]1.CC(C)([O-])C.[Cl:17][C:18]1[CH:25]=[C:24](F)[CH:23]=[CH:22][C:19]=1[C:20]#[N:21]. The catalyst is C1COCC1. The product is [Cl:17][C:18]1[CH:25]=[C:24]([O:5][CH:4]([CH:1]2[CH2:2][CH2:3]2)[C:6]2[CH:11]=[CH:10][CH:9]=[CH:8][CH:7]=2)[CH:23]=[CH:22][C:19]=1[C:20]#[N:21]. The yield is 0.200. (3) The reactants are Br[C:2]1[CH:3]=[C:4]([CH:14]=[CH:15][CH:16]=1)[O:5][CH2:6][CH2:7][N:8]1[CH2:13][CH2:12][O:11][CH2:10][CH2:9]1.CCCCCC.C([Li])CCC.[B:28](OC(C)C)([O:33]C(C)C)[O:29]C(C)C. The catalyst is C1COCC1. The product is [O:11]1[CH2:12][CH2:13][N:8]([CH2:7][CH2:6][O:5][C:4]2[CH:3]=[C:2]([B:28]([OH:33])[OH:29])[CH:16]=[CH:15][CH:14]=2)[CH2:9][CH2:10]1. The yield is 0.740. (4) The reactants are Br[C:2]1[S:3][CH:4]=[C:5]([C:7]([O:9][CH3:10])=[O:8])[N:6]=1.[NH:11]1[CH2:16][CH2:15][O:14][CH2:13][CH2:12]1. The catalyst is C1COCC1.C(OCC)(=O)C. The product is [O:14]1[CH2:15][CH2:16][N:11]([C:2]2[S:3][CH:4]=[C:5]([C:7]([O:9][CH3:10])=[O:8])[N:6]=2)[CH2:12][CH2:13]1. The yield is 0.920. (5) The reactants are C(N(CC)CC)C.[NH2:8][C:9]1[N:14]=[C:13](Cl)[C:12]([C:16](=O)[CH2:17][CH:18]2[CH2:22][O:21][C:20]([CH3:24])([CH3:23])[O:19]2)=[C:11]([Cl:26])[N:10]=1.Cl.[CH3:28][O:29][C:30]1[C:35]([CH3:36])=[CH:34][N:33]=[C:32]([CH2:37][NH:38][NH2:39])[C:31]=1[CH3:40]. The catalyst is ClCCl. The product is [Cl:26][C:11]1[N:10]=[C:9]([NH2:8])[N:14]=[C:13]2[N:38]([CH2:37][C:32]3[C:31]([CH3:40])=[C:30]([O:29][CH3:28])[C:35]([CH3:36])=[CH:34][N:33]=3)[N:39]=[C:16]([CH2:17][CH:18]3[CH2:22][O:21][C:20]([CH3:24])([CH3:23])[O:19]3)[C:12]=12. The yield is 0.750. (6) The reactants are C([O:3][C:4](=O)[C:5]1[CH:10]=[C:9]([Cl:11])[CH:8]=[N:7][C:6]=1[NH2:12])C.C(O)(=O)C.[CH:18](N)=[NH:19]. The catalyst is C(OCCO)C. The product is [Cl:11][C:9]1[CH:8]=[N:7][C:6]2[N:12]=[CH:18][N:19]=[C:4]([OH:3])[C:5]=2[CH:10]=1. The yield is 0.370. (7) The reactants are [C:1]([O:4][C:5]1[C:6]([O:28][CH2:29][CH3:30])=[CH:7][CH:8]=[C:9]2[C:14]=1[CH:13]=[N:12][CH:11]=[C:10]2[CH2:15][C:16]1[CH:21]=[C:20]([O:22][CH3:23])[C:19]([O:24][CH3:25])=[C:18]([O:26][CH3:27])[CH:17]=1)(=[O:3])[CH3:2].[OH:31]N1C(=O)C2=CC=CC=C2C1=O.[O-]Cl=O.[Na+].O. The catalyst is CC#N. The product is [C:1]([O:4][C:5]1[C:6]([O:28][CH2:29][CH3:30])=[CH:7][CH:8]=[C:9]2[C:14]=1[CH:13]=[N:12][CH:11]=[C:10]2[C:15](=[O:31])[C:16]1[CH:21]=[C:20]([O:22][CH3:23])[C:19]([O:24][CH3:25])=[C:18]([O:26][CH3:27])[CH:17]=1)(=[O:3])[CH3:2]. The yield is 0.170. (8) The reactants are [CH3:1][C:2]1[N:29]=[C:5]2[NH:6][C:7](=[O:28])[C:8]([CH2:13][C:14]3[CH:19]=[CH:18][C:17]([C:20]4[C:21]([C:26]#[N:27])=[CH:22][CH:23]=[CH:24][CH:25]=4)=[CH:16][CH:15]=3)=[C:9]([CH2:10][CH2:11][CH3:12])[N:4]2[N:3]=1.[CH3:30][CH:31]1[CH2:35][C:34]2[CH:36]=[C:37](B(O)O)[CH:38]=[CH:39][C:33]=2[O:32]1.C(N(CC)CC)C.N1C=CC=CC=1. The catalyst is ClCCl.C(OCC)(=O)C.C([O-])(=O)C.[Cu+2].C([O-])(=O)C. The product is [CH3:1][C:2]1[N:29]=[C:5]2[N:6]([C:37]3[CH:38]=[CH:39][C:33]4[O:32][CH:31]([CH3:30])[CH2:35][C:34]=4[CH:36]=3)[C:7](=[O:28])[C:8]([CH2:13][C:14]3[CH:19]=[CH:18][C:17]([C:20]4[C:21]([C:26]#[N:27])=[CH:22][CH:23]=[CH:24][CH:25]=4)=[CH:16][CH:15]=3)=[C:9]([CH2:10][CH2:11][CH3:12])[N:4]2[N:3]=1. The yield is 0.870.